Task: Predict the product of the given reaction.. Dataset: Forward reaction prediction with 1.9M reactions from USPTO patents (1976-2016) (1) Given the reactants C1(O[C:8](=[O:16])[C:9]2[CH:14]=[CH:13][CH:12]=[CH:11][C:10]=2[OH:15])C=CC=CC=1.[NH2:17][C:18]1[CH:23]=[CH:22][C:21]([CH3:24])=[CH:20][CH:19]=1, predict the reaction product. The product is: [OH:15][C:10]1[CH:11]=[CH:12][CH:13]=[CH:14][C:9]=1[C:8]([NH:17][C:18]1[CH:23]=[CH:22][C:21]([CH3:24])=[CH:20][CH:19]=1)=[O:16]. (2) The product is: [CH3:13][O:12][CH2:11][CH2:10][CH2:9][O:8][C:4]1[CH:3]=[C:2]([B:17]2[O:18][C:19]([CH3:21])([CH3:20])[C:15]([CH3:31])([CH3:14])[O:16]2)[CH:7]=[CH:6][CH:5]=1. Given the reactants Br[C:2]1[CH:7]=[CH:6][CH:5]=[C:4]([O:8][CH2:9][CH2:10][CH2:11][O:12][CH3:13])[CH:3]=1.[CH3:14][C:15]1([CH3:31])[C:19]([CH3:21])([CH3:20])[O:18][B:17]([B:17]2[O:18][C:19]([CH3:21])([CH3:20])[C:15]([CH3:31])([CH3:14])[O:16]2)[O:16]1, predict the reaction product.